This data is from NCI-60 drug combinations with 297,098 pairs across 59 cell lines. The task is: Regression. Given two drug SMILES strings and cell line genomic features, predict the synergy score measuring deviation from expected non-interaction effect. (1) Drug 1: C1=CN(C=N1)CC(O)(P(=O)(O)O)P(=O)(O)O. Drug 2: CC(C)NC(=O)C1=CC=C(C=C1)CNNC.Cl. Cell line: UO-31. Synergy scores: CSS=-1.23, Synergy_ZIP=0.985, Synergy_Bliss=0.442, Synergy_Loewe=0.451, Synergy_HSA=-1.62. (2) Drug 1: CN(C)C1=NC(=NC(=N1)N(C)C)N(C)C. Drug 2: CN1C2=C(C=C(C=C2)N(CCCl)CCCl)N=C1CCCC(=O)O.Cl. Cell line: A549. Synergy scores: CSS=-3.66, Synergy_ZIP=1.58, Synergy_Bliss=1.69, Synergy_Loewe=-3.44, Synergy_HSA=-2.67. (3) Drug 1: CC1=C(C(=O)C2=C(C1=O)N3CC4C(C3(C2COC(=O)N)OC)N4)N. Drug 2: CC1C(C(CC(O1)OC2CC(CC3=C2C(=C4C(=C3O)C(=O)C5=CC=CC=C5C4=O)O)(C(=O)C)O)N)O. Cell line: NCI-H322M. Synergy scores: CSS=53.4, Synergy_ZIP=-3.90, Synergy_Bliss=0.594, Synergy_Loewe=1.75, Synergy_HSA=2.67. (4) Synergy scores: CSS=-5.31, Synergy_ZIP=2.14, Synergy_Bliss=0.202, Synergy_Loewe=-28.7, Synergy_HSA=-5.88. Cell line: HCC-2998. Drug 1: CC1=C(C=C(C=C1)NC(=O)C2=CC=C(C=C2)CN3CCN(CC3)C)NC4=NC=CC(=N4)C5=CN=CC=C5. Drug 2: CC1=C(C(=CC=C1)Cl)NC(=O)C2=CN=C(S2)NC3=CC(=NC(=N3)C)N4CCN(CC4)CCO. (5) Synergy scores: CSS=1.37, Synergy_ZIP=6.10, Synergy_Bliss=15.7, Synergy_Loewe=1.78, Synergy_HSA=1.78. Drug 1: C(=O)(N)NO. Drug 2: CCC1(CC2CC(C3=C(CCN(C2)C1)C4=CC=CC=C4N3)(C5=C(C=C6C(=C5)C78CCN9C7C(C=CC9)(C(C(C8N6C)(C(=O)OC)O)OC(=O)C)CC)OC)C(=O)OC)O.OS(=O)(=O)O. Cell line: K-562.